From a dataset of KCNQ2 potassium channel screen with 302,405 compounds. Binary Classification. Given a drug SMILES string, predict its activity (active/inactive) in a high-throughput screening assay against a specified biological target. (1) The drug is s1c(Cc2ccc(cc2)C)cnc1NC(=O)/C(=C\c1oc(c2cc([N+]([O-])=O)ccc2)cc1)C#N. The result is 0 (inactive). (2) The result is 0 (inactive). The compound is Clc1cc(N2CCN(CC2)c2oc(nc2C#N)COc2ccccc2)ccc1. (3) The drug is O1CCN(CC1)CCNC(=O)COc1ccc(C(C)(C)C)cc1. The result is 0 (inactive). (4) The drug is Clc1c(c2oc(cc2)/C=N\NC(=S)N)cc(Cl)cc1. The result is 0 (inactive). (5) The drug is s1c(cc2c1nc[nH]c2=S)c1ccccc1. The result is 1 (active). (6) The compound is s1c2nc([nH]c(=O)c2c(c1)c1ccccc1)CN1CCN(CC1)c1cc(OC)ccc1. The result is 0 (inactive). (7) The compound is O=C1CC(Cc2nc(ncc12)Nc1ccc(cc1)CC)(C)C. The result is 0 (inactive). (8) The molecule is O=C1N(C(=O)C2C1C(C=CC2)C)c1cc(ccc1)C(=O)N(CC=C)c1ccccc1. The result is 0 (inactive). (9) The drug is S(C1CCOC1=O)c1n(Cc2ccc(cc2)C)c(=O)c2c(n1)cccc2. The result is 0 (inactive).